This data is from Forward reaction prediction with 1.9M reactions from USPTO patents (1976-2016). The task is: Predict the product of the given reaction. (1) Given the reactants C([O-])([O-])=O.[K+].[K+].CS(O[CH:12]1[CH2:17][CH2:16][O:15][CH:14]([C:18]2[CH:23]=[CH:22][C:21]([C:24]([F:27])([F:26])[F:25])=[CH:20][N:19]=2)[CH2:13]1)(=O)=O.[F:28][C:29]([F:38])([F:37])[C:30]1[CH:31]=[C:32]([SH:36])[CH:33]=[CH:34][CH:35]=1, predict the reaction product. The product is: [F:27][C:24]([F:25])([F:26])[C:21]1[CH:22]=[CH:23][C:18]([CH:14]2[CH2:13][CH:12]([S:36][C:32]3[CH:33]=[CH:34][CH:35]=[C:30]([C:29]([F:28])([F:37])[F:38])[CH:31]=3)[CH2:17][CH2:16][O:15]2)=[N:19][CH:20]=1. (2) Given the reactants C([O:3][C:4]([C:6]1[C:10]([CH3:11])=[C:9]([CH2:12][N:13]2[CH2:18][CH2:17][CH2:16][CH2:15][CH2:14]2)[S:8][C:7]=1[NH:19][C:20](=[O:33])[C:21]1[CH:26]=[CH:25][CH:24]=[C:23]([CH2:27][N:28]([CH2:31][CH3:32])[CH2:29][CH3:30])[CH:22]=1)=O)C.O.[NH2:35][NH2:36], predict the reaction product. The product is: [CH2:31]([N:28]([CH2:27][C:23]1[CH:22]=[C:21]([CH:26]=[CH:25][CH:24]=1)[C:20]([NH:19][C:7]1[S:8][C:9]([CH2:12][N:13]2[CH2:18][CH2:17][CH2:16][CH2:15][CH2:14]2)=[C:10]([CH3:11])[C:6]=1[C:4]([NH:35][NH2:36])=[O:3])=[O:33])[CH2:29][CH3:30])[CH3:32]. (3) Given the reactants [Cl:1][C:2]1[C:11]2[O:10][CH2:9][C:8](=[O:12])[NH:7][C:6]=2[CH:5]=[C:4]([NH:13]C(=O)C(F)(F)F)[CH:3]=1.[OH-].[Na+], predict the reaction product. The product is: [NH2:13][C:4]1[CH:3]=[C:2]([Cl:1])[C:11]2[O:10][CH2:9][C:8](=[O:12])[NH:7][C:6]=2[CH:5]=1. (4) Given the reactants Cl[CH2:2][C:3](Cl)=[O:4].[NH2:6][C:7]1[CH:12]=[C:11]([Cl:13])[CH:10]=[C:9]([N+:14]([O-:16])=[O:15])[C:8]=1[OH:17].C(=O)([O-])[O-].[K+].[K+], predict the reaction product. The product is: [Cl:13][C:11]1[CH:10]=[C:9]([N+:14]([O-:16])=[O:15])[C:8]2[O:17][CH2:2][C:3](=[O:4])[NH:6][C:7]=2[CH:12]=1.